From a dataset of Forward reaction prediction with 1.9M reactions from USPTO patents (1976-2016). Predict the product of the given reaction. Given the reactants [CH3:1][C:2]([CH3:13])([CH2:6][CH2:7][CH2:8][CH2:9][CH2:10][CH:11]=[CH2:12])[C:3]([OH:5])=O.C(Cl)(=O)C(Cl)=O.[CH2:20]([O:22][C:23]([C:25]1([NH:30][C:31]([CH:33]2[CH2:37][CH:36]([O:38][C:39]3[C:48]4[C:43](=[C:44]([Cl:51])[C:45]([O:49][CH3:50])=[CH:46][CH:47]=4)[N:42]=[C:41]([C:52]4[S:53][CH:54]=[C:55]([CH:57]([CH3:59])[CH3:58])[N:56]=4)[CH:40]=3)[CH2:35][NH:34]2)=[O:32])[CH2:27][CH:26]1[CH:28]=[CH2:29])=[O:24])[CH3:21].C(N(CC)CC)C, predict the reaction product. The product is: [CH2:20]([O:22][C:23]([C:25]1([NH:30][C:31]([CH:33]2[CH2:37][CH:36]([O:38][C:39]3[C:48]4[C:43](=[C:44]([Cl:51])[C:45]([O:49][CH3:50])=[CH:46][CH:47]=4)[N:42]=[C:41]([C:52]4[S:53][CH:54]=[C:55]([CH:57]([CH3:58])[CH3:59])[N:56]=4)[CH:40]=3)[CH2:35][N:34]2[C:3](=[O:5])[C:2]([CH3:1])([CH3:13])[CH2:6][CH2:7][CH2:8][CH2:9][CH2:10][CH:11]=[CH2:12])=[O:32])[CH2:27][CH:26]1[CH:28]=[CH2:29])=[O:24])[CH3:21].